From a dataset of Reaction yield outcomes from USPTO patents with 853,638 reactions. Predict the reaction yield, written as a fraction of the theoretical maximum amount of product (1.0 means a 100% yield; for example, 0.34 means a 34% yield). The reactants are Cl[C:2]1[CH:11]=[CH:10][C:9]2[C:4](=[C:5]([O:12][CH3:13])[CH:6]=[CH:7][CH:8]=2)[N:3]=1.[OH2:14]. The catalyst is C(O)(=O)C. The product is [CH3:13][O:12][C:5]1[CH:6]=[CH:7][CH:8]=[C:9]2[C:4]=1[NH:3][C:2](=[O:14])[CH:11]=[CH:10]2. The yield is 1.00.